This data is from Forward reaction prediction with 1.9M reactions from USPTO patents (1976-2016). The task is: Predict the product of the given reaction. (1) The product is: [I:15][C:2]1[N:7]=[C:6]([C:8]#[N:9])[CH:5]=[CH:4][CH:3]=1. Given the reactants Cl[C:2]1[N:7]=[C:6]([C:8]#[N:9])[CH:5]=[CH:4][CH:3]=1.C[Si](Cl)(C)C.[I-:15].[Na+], predict the reaction product. (2) Given the reactants [CH3:1][O:2][C:3](=[O:25])[C:4]1[CH:9]=[CH:8][CH:7]=[CH:6][C:5]=1[NH:10][C:11]1[N:15]([C:16]2[CH:21]=[CH:20][C:19]([F:22])=[CH:18][C:17]=2[CH3:23])[N:14]=[C:13]([CH3:24])[CH:12]=1.[Br:26]N1C(C)(C)C(=O)N(Br)C1=O, predict the reaction product. The product is: [CH3:1][O:2][C:3](=[O:25])[C:4]1[CH:9]=[CH:8][CH:7]=[CH:6][C:5]=1[NH:10][C:11]1[N:15]([C:16]2[CH:21]=[CH:20][C:19]([F:22])=[CH:18][C:17]=2[CH3:23])[N:14]=[C:13]([CH3:24])[C:12]=1[Br:26]. (3) Given the reactants [N:1]([C:4]1[CH:8]=[CH:7][S:6][C:5]=1[C:9]([O:11]C)=O)=[C:2]=[S:3].[Cl:13][C:14]1[N:19]=[CH:18][C:17]([NH2:20])=[CH:16][CH:15]=1, predict the reaction product. The product is: [Cl:13][C:14]1[N:19]=[CH:18][C:17]([N:20]2[C:9](=[O:11])[C:5]3[S:6][CH:7]=[CH:8][C:4]=3[NH:1][C:2]2=[S:3])=[CH:16][CH:15]=1. (4) Given the reactants C(#N)C.[CH3:4][C:5]1[CH:6]=[C:7]([CH:21]=[CH:22][C:23]=1[N+:24]([O-:26])=[O:25])[CH2:8][C:9]1[S:10][CH:11]=[C:12]([C:14]([F:20])([F:19])[C:15]([F:18])([F:17])[F:16])[N:13]=1.[N+]([O-])([O-])=[O:28].[NH4+].[Ce+4].[N+]([O-])([O-])=O.[N+]([O-])([O-])=O.[N+]([O-])([O-])=O.[N+]([O-])([O-])=O.II, predict the reaction product. The product is: [CH3:4][C:5]1[CH:6]=[C:7]([C:8]([C:9]2[S:10][CH:11]=[C:12]([C:14]([F:19])([F:20])[C:15]([F:16])([F:17])[F:18])[N:13]=2)=[O:28])[CH:21]=[CH:22][C:23]=1[N+:24]([O-:26])=[O:25]. (5) Given the reactants [Br:1][C:2]1[N:7]=[C:6]([C:8]([OH:10])=[O:9])[CH:5]=[CH:4][C:3]=1[F:11].OS(O)(=O)=O.[CH3:17]O, predict the reaction product. The product is: [Br:1][C:2]1[N:7]=[C:6]([C:8]([O:10][CH3:17])=[O:9])[CH:5]=[CH:4][C:3]=1[F:11]. (6) Given the reactants [CH:1]1([C:4]2[CH:5]=[N+:6]([O-])[CH:7]=[CH:8][CH:9]=2)[CH2:3][CH2:2]1.C[Si]([C:15]#[N:16])(C)C.CN(C)C(Cl)=O.C(=O)([O-])[O-].[K+].[K+], predict the reaction product. The product is: [CH:1]1([C:4]2[C:5]([C:15]#[N:16])=[N:6][CH:7]=[CH:8][CH:9]=2)[CH2:3][CH2:2]1.